Dataset: Forward reaction prediction with 1.9M reactions from USPTO patents (1976-2016). Task: Predict the product of the given reaction. (1) Given the reactants C(O)(C(F)(F)F)=O.[F:8][C:9]([F:30])([F:29])[C:10]([N:12]1[CH2:28][CH2:27][C:15]2([CH2:19][N:18](C(OC(C)(C)C)=O)[CH2:17][CH2:16]2)[CH2:14][CH2:13]1)=[O:11], predict the reaction product. The product is: [F:30][C:9]([F:8])([F:29])[C:10]([N:12]1[CH2:28][CH2:27][C:15]2([CH2:19][NH:18][CH2:17][CH2:16]2)[CH2:14][CH2:13]1)=[O:11]. (2) Given the reactants OC1C(C(O)=O)=CC2C(C=1)=CC=CC=2.Cl.[OH-].[Na+].[CH3:18][N:19]([CH2:21][CH2:22][CH2:23][N:24]1[C:34]2[CH:35]=[CH:36][CH:37]=[CH:38][C:33]=2[CH2:32][CH2:31][C:30]2[CH:29]=[CH:28][CH:27]=[CH:26][C:25]1=2)[CH3:20].Cl, predict the reaction product. The product is: [CH3:18][N:19]([CH2:21][CH2:22][CH2:23][N:24]1[C:25]2[CH:26]=[CH:27][CH:28]=[CH:29][C:30]=2[CH2:31][CH2:32][C:33]2[CH:38]=[CH:37][CH:36]=[CH:35][C:34]1=2)[CH3:20]. (3) Given the reactants [CH2:1]([N:8]1[CH2:17][CH2:16][C:15]2[C:10](=[CH:11][C:12]([N:18]3[CH2:23][CH2:22][N:21](C(OC(C)(C)C)=O)[CH2:20][CH2:19]3)=[CH:13][CH:14]=2)[C:9]1=[O:31])[C:2]1[CH:7]=[CH:6][CH:5]=[CH:4][CH:3]=1.[F:32][C:33]([F:58])([F:57])[CH2:34][NH:35][C:36]([C:38]1([CH2:52][CH2:53][CH2:54][CH2:55]Br)[C:51]2[CH:50]=[CH:49][CH:48]=[CH:47][C:46]=2[O:45][C:44]2[C:39]1=[CH:40][CH:41]=[CH:42][CH:43]=2)=[O:37], predict the reaction product. The product is: [CH2:1]([N:8]1[CH2:17][CH2:16][C:15]2[C:10](=[CH:11][C:12]([N:18]3[CH2:23][CH2:22][N:21]([CH2:55][CH2:54][CH2:53][CH2:52][C:38]4([C:36](=[O:37])[NH:35][CH2:34][C:33]([F:58])([F:57])[F:32])[C:51]5[CH:50]=[CH:49][CH:48]=[CH:47][C:46]=5[O:45][C:44]5[C:39]4=[CH:40][CH:41]=[CH:42][CH:43]=5)[CH2:20][CH2:19]3)=[CH:13][CH:14]=2)[C:9]1=[O:31])[C:2]1[CH:3]=[CH:4][CH:5]=[CH:6][CH:7]=1.